From a dataset of Reaction yield outcomes from USPTO patents with 853,638 reactions. Predict the reaction yield, written as a fraction of the theoretical maximum amount of product (1.0 means a 100% yield; for example, 0.34 means a 34% yield). The reactants are [OH:1][C:2]1[CH:7]=[CH:6][C:5]([N:8]2[CH2:13][CH2:12][NH:11][CH2:10][CH2:9]2)=[CH:4][CH:3]=1.[F:14][C:15]([F:26])([F:25])[O:16][C:17]1[CH:24]=[CH:23][C:20]([CH:21]=O)=[CH:19][CH:18]=1.C([BH3-])#N.[Na+].C(=O)([O-])O.[Na+]. The product is [F:14][C:15]([F:25])([F:26])[O:16][C:17]1[CH:24]=[CH:23][C:20]([CH2:21][N:11]2[CH2:12][CH2:13][N:8]([C:5]3[CH:4]=[CH:3][C:2]([OH:1])=[CH:7][CH:6]=3)[CH2:9][CH2:10]2)=[CH:19][CH:18]=1. The catalyst is CO.C(Cl)Cl.C(O)(=O)C. The yield is 0.570.